Dataset: Forward reaction prediction with 1.9M reactions from USPTO patents (1976-2016). Task: Predict the product of the given reaction. (1) Given the reactants CC(C)(C)C(N[C:6]1[CH:15]=CC=C(OCC#C)[C:7]=1[C:8](OC)=O)=O.[C:22]([O:26][C:27]([N:29]([C:41]([O:43][C:44]([CH3:47])([CH3:46])[CH3:45])=[O:42])[C:30]1[CH:39]=[CH:38][CH:37]=[C:36]([OH:40])[C:31]=1[C:32]([O:34][CH3:35])=[O:33])=[O:28])([CH3:25])([CH3:24])[CH3:23].BrCC#CC, predict the reaction product. The product is: [C:22]([O:26][C:27]([N:29]([C:41]([O:43][C:44]([CH3:47])([CH3:46])[CH3:45])=[O:42])[C:30]1[CH:39]=[CH:38][CH:37]=[C:36]([O:40][CH2:15][C:6]#[C:7][CH3:8])[C:31]=1[C:32]([O:34][CH3:35])=[O:33])=[O:28])([CH3:24])([CH3:25])[CH3:23]. (2) Given the reactants [CH3:1][O:2][C:3]1[CH:8]=[CH:7][C:6]([C:9]2[N:10]=[C:11](Cl)[O:12][C:13]=2[C:14]2[CH:19]=[CH:18][C:17]([O:20][CH3:21])=[CH:16][CH:15]=2)=[CH:5][CH:4]=1.[CH3:23][S-:24].[Na+], predict the reaction product. The product is: [CH3:1][O:2][C:3]1[CH:8]=[CH:7][C:6]([C:9]2[N:10]=[C:11]([S:24][CH3:23])[O:12][C:13]=2[C:14]2[CH:19]=[CH:18][C:17]([O:20][CH3:21])=[CH:16][CH:15]=2)=[CH:5][CH:4]=1. (3) Given the reactants [O:1]=[C:2]1[CH2:8][C:7](=[O:9])[N:6]([C:10]2[CH:18]=[CH:17][C:13]([C:14](O)=[O:15])=[CH:12][CH:11]=2)[C:5]2[CH:19]=[CH:20][C:21]3[C:26]([C:4]=2[NH:3]1)=[CH:25][CH:24]=[CH:23][CH:22]=3.[Cl:27][C:28]1[CH:34]=[CH:33][CH:32]=[CH:31][C:29]=1[NH2:30].C1(NC(C2C=CC(N3C(=O)CC(=O)NC4C5C(C=CC3=4)=CC=CC=5)=CC=2)=O)C=CC=CC=1, predict the reaction product. The product is: [Cl:27][C:28]1[CH:34]=[CH:33][CH:32]=[CH:31][C:29]=1[NH:30][C:14]([C:13]1[CH:17]=[CH:18][C:10]([N:6]2[C:7](=[O:9])[CH2:8][C:2](=[O:1])[NH:3][C:4]3[C:26]4[C:21]([CH:20]=[CH:19][C:5]2=3)=[CH:22][CH:23]=[CH:24][CH:25]=4)=[CH:11][CH:12]=1)=[O:15].